Dataset: NCI-60 drug combinations with 297,098 pairs across 59 cell lines. Task: Regression. Given two drug SMILES strings and cell line genomic features, predict the synergy score measuring deviation from expected non-interaction effect. (1) Drug 1: CN(C(=O)NC(C=O)C(C(C(CO)O)O)O)N=O. Drug 2: COCCOC1=C(C=C2C(=C1)C(=NC=N2)NC3=CC=CC(=C3)C#C)OCCOC.Cl. Cell line: MDA-MB-231. Synergy scores: CSS=8.93, Synergy_ZIP=-3.01, Synergy_Bliss=0.832, Synergy_Loewe=1.67, Synergy_HSA=1.87. (2) Drug 1: CC1=CC=C(C=C1)C2=CC(=NN2C3=CC=C(C=C3)S(=O)(=O)N)C(F)(F)F. Drug 2: CS(=O)(=O)CCNCC1=CC=C(O1)C2=CC3=C(C=C2)N=CN=C3NC4=CC(=C(C=C4)OCC5=CC(=CC=C5)F)Cl. Cell line: UO-31. Synergy scores: CSS=7.43, Synergy_ZIP=-6.55, Synergy_Bliss=-3.32, Synergy_Loewe=-12.8, Synergy_HSA=-3.22. (3) Drug 1: COC1=C2C(=CC3=C1OC=C3)C=CC(=O)O2. Drug 2: C1CN(P(=O)(OC1)NCCCl)CCCl. Cell line: KM12. Synergy scores: CSS=-24.1, Synergy_ZIP=24.2, Synergy_Bliss=4.74, Synergy_Loewe=-29.4, Synergy_HSA=-27.4. (4) Drug 1: C1CC(=O)NC(=O)C1N2C(=O)C3=CC=CC=C3C2=O. Drug 2: B(C(CC(C)C)NC(=O)C(CC1=CC=CC=C1)NC(=O)C2=NC=CN=C2)(O)O. Cell line: NCI-H322M. Synergy scores: CSS=6.39, Synergy_ZIP=-4.23, Synergy_Bliss=2.98, Synergy_Loewe=-15.8, Synergy_HSA=0.568. (5) Drug 1: CCN(CC)CCCC(C)NC1=C2C=C(C=CC2=NC3=C1C=CC(=C3)Cl)OC. Drug 2: COCCOC1=C(C=C2C(=C1)C(=NC=N2)NC3=CC=CC(=C3)C#C)OCCOC.Cl. Cell line: RXF 393. Synergy scores: CSS=2.83, Synergy_ZIP=-1.55, Synergy_Bliss=-0.842, Synergy_Loewe=-4.13, Synergy_HSA=-2.13. (6) Drug 1: CC1OCC2C(O1)C(C(C(O2)OC3C4COC(=O)C4C(C5=CC6=C(C=C35)OCO6)C7=CC(=C(C(=C7)OC)O)OC)O)O. Drug 2: CN1C(=O)N2C=NC(=C2N=N1)C(=O)N. Cell line: T-47D. Synergy scores: CSS=23.5, Synergy_ZIP=11.4, Synergy_Bliss=11.5, Synergy_Loewe=-34.8, Synergy_HSA=0.837. (7) Drug 1: CC1CCC2CC(C(=CC=CC=CC(CC(C(=O)C(C(C(=CC(C(=O)CC(OC(=O)C3CCCCN3C(=O)C(=O)C1(O2)O)C(C)CC4CCC(C(C4)OC)OCCO)C)C)O)OC)C)C)C)OC. Drug 2: CC(C)NC(=O)C1=CC=C(C=C1)CNNC.Cl. Cell line: SF-539. Synergy scores: CSS=14.9, Synergy_ZIP=-6.94, Synergy_Bliss=-8.43, Synergy_Loewe=3.76, Synergy_HSA=-2.75. (8) Drug 1: CCC1(CC2CC(C3=C(CCN(C2)C1)C4=CC=CC=C4N3)(C5=C(C=C6C(=C5)C78CCN9C7C(C=CC9)(C(C(C8N6C)(C(=O)OC)O)OC(=O)C)CC)OC)C(=O)OC)O.OS(=O)(=O)O. Drug 2: CC(C)CN1C=NC2=C1C3=CC=CC=C3N=C2N. Cell line: HS 578T. Synergy scores: CSS=2.13, Synergy_ZIP=0.102, Synergy_Bliss=0.478, Synergy_Loewe=-11.9, Synergy_HSA=-2.68. (9) Drug 1: CC(CN1CC(=O)NC(=O)C1)N2CC(=O)NC(=O)C2. Drug 2: CCCS(=O)(=O)NC1=C(C(=C(C=C1)F)C(=O)C2=CNC3=C2C=C(C=N3)C4=CC=C(C=C4)Cl)F. Cell line: MALME-3M. Synergy scores: CSS=37.9, Synergy_ZIP=-4.83, Synergy_Bliss=-5.17, Synergy_Loewe=-23.7, Synergy_HSA=-3.94.